The task is: Predict the reactants needed to synthesize the given product.. This data is from Full USPTO retrosynthesis dataset with 1.9M reactions from patents (1976-2016). (1) Given the product [CH2:14]([O:8][C:5]1[CH:6]=[CH:7][C:2]([F:1])=[CH:3][CH:4]=1)[CH:13]=[CH2:12], predict the reactants needed to synthesize it. The reactants are: [F:1][C:2]1[CH:7]=[CH:6][C:5]([OH:8])=[CH:4][CH:3]=1.[OH-].[Na+].Br[CH2:12][CH:13]=[CH2:14]. (2) Given the product [ClH:18].[C:1]1([C:7]#[C:8][C:9]2[CH:10]=[C:11]([C:15](=[N:19][OH:20])[CH3:16])[CH:12]=[N:13][CH:14]=2)[CH:6]=[CH:5][CH:4]=[CH:3][CH:2]=1, predict the reactants needed to synthesize it. The reactants are: [C:1]1([C:7]#[C:8][C:9]2[CH:10]=[C:11]([C:15](=O)[CH3:16])[CH:12]=[N:13][CH:14]=2)[CH:6]=[CH:5][CH:4]=[CH:3][CH:2]=1.[ClH:18].[NH2:19][OH:20].C(=O)([O-])[O-].[K+].[K+]. (3) Given the product [CH3:22][C:23]1[CH:24]=[CH:25][C:26]([C:2]2[CH:3]=[C:4]([CH:12]=[C:13]([CH:15]([OH:20])[C:16]([F:19])([F:18])[F:17])[CH:14]=2)[C:5]([O:7][C:8]([CH3:11])([CH3:10])[CH3:9])=[O:6])=[N:27][CH:28]=1, predict the reactants needed to synthesize it. The reactants are: Br[C:2]1[CH:3]=[C:4]([CH:12]=[C:13]([CH:15]([OH:20])[C:16]([F:19])([F:18])[F:17])[CH:14]=1)[C:5]([O:7][C:8]([CH3:11])([CH3:10])[CH3:9])=[O:6].[Br-].[CH3:22][C:23]1[CH:24]=[CH:25][C:26]([Zn+])=[N:27][CH:28]=1. (4) Given the product [Cl:1][C:2]1[CH:11]=[C:10]2[C:5]([C:6]([N:12]3[CH2:17][CH2:16][N:15]([C:27]([NH:26][CH:19]([C:20]4[CH:25]=[CH:24][CH:23]=[CH:22][CH:21]=4)[CH3:18])=[O:28])[CH2:14][CH2:13]3)=[CH:7][CH:8]=[N:9]2)=[CH:4][CH:3]=1, predict the reactants needed to synthesize it. The reactants are: [Cl:1][C:2]1[CH:11]=[C:10]2[C:5]([C:6]([N:12]3[CH2:17][CH2:16][NH:15][CH2:14][CH2:13]3)=[CH:7][CH:8]=[N:9]2)=[CH:4][CH:3]=1.[CH3:18][CH:19]([N:26]=[C:27]=[O:28])[C:20]1[CH:25]=[CH:24][CH:23]=[CH:22][CH:21]=1.CCCCCC.CCOC(C)=O. (5) The reactants are: C(OC([NH:8][CH2:9][C:10]1[O:14][N:13]=[C:12]([CH:15]2[CH2:17][CH2:16]2)[CH:11]=1)=O)(C)(C)C.Cl. Given the product [NH2:8][CH2:9][C:10]1[O:14][N:13]=[C:12]([CH:15]2[CH2:17][CH2:16]2)[CH:11]=1, predict the reactants needed to synthesize it.